From a dataset of Forward reaction prediction with 1.9M reactions from USPTO patents (1976-2016). Predict the product of the given reaction. (1) Given the reactants [NH2:1][C:2]1[N:7]=[C:6](Cl)[CH:5]=[C:4]([NH:9][CH3:10])[N:3]=1.NC1[N:17]=[C:16](Cl)[CH:15]=[C:14](Cl)N=1.[CH3:20]N.[CH2:22](O)[CH3:23], predict the reaction product. The product is: [NH2:1][C:2]1[N:7]=[C:6]([NH:17][C:16]2[CH:15]=[CH:14][CH:23]=[CH:22][CH:20]=2)[CH:5]=[C:4]([NH:9][CH3:10])[N:3]=1. (2) Given the reactants Cl.[CH3:2][O:3][C:4]1[CH:5]=[C:6]([C:12]2[C:13]([CH3:25])([CH3:24])[C:14](=[O:23])[N:15]([CH:17]3[CH2:22][CH2:21][NH:20][CH2:19][CH2:18]3)[N:16]=2)[CH:7]=[CH:8][C:9]=1[O:10][CH3:11].[CH2:26]([O:28][C:29]1[CH:30]=[C:31]([CH:35]=[CH:36][CH:37]=1)[C:32](Cl)=[O:33])[CH3:27], predict the reaction product. The product is: [CH3:2][O:3][C:4]1[CH:5]=[C:6]([C:12]2[C:13]([CH3:25])([CH3:24])[C:14](=[O:23])[N:15]([CH:17]3[CH2:22][CH2:21][N:20]([C:32]([C:31]4[CH:35]=[CH:36][CH:37]=[C:29]([O:28][CH2:26][CH3:27])[CH:30]=4)=[O:33])[CH2:19][CH2:18]3)[N:16]=2)[CH:7]=[CH:8][C:9]=1[O:10][CH3:11]. (3) The product is: [CH3:28][C:29]1[CH:34]=[CH:33][C:32]([S:35]([O:1][CH2:2][CH:3]2[CH2:8][CH2:7][CH2:6][N:5]([C:9]([O:11][C:12]([CH3:15])([CH3:14])[CH3:13])=[O:10])[CH2:4]2)(=[O:37])=[O:36])=[CH:31][CH:30]=1. Given the reactants [OH:1][CH2:2][CH:3]1[CH2:8][CH2:7][CH2:6][N:5]([C:9]([O:11][C:12]([CH3:15])([CH3:14])[CH3:13])=[O:10])[CH2:4]1.Cl.CN(C)C.C(N(CC)CC)C.[CH3:28][C:29]1[CH:34]=[CH:33][C:32]([S:35](Cl)(=[O:37])=[O:36])=[CH:31][CH:30]=1, predict the reaction product. (4) Given the reactants [CH2:1]([N:8]([CH3:28])[C:9]([CH:11]1[CH2:16][CH2:15][N:14]([C:17]([C:19]2[NH:20][C:21]3[C:26]([CH:27]=2)=[CH:25][CH:24]=[CH:23][CH:22]=3)=[O:18])[CH2:13][CH2:12]1)=[O:10])[C:2]1[CH:7]=[CH:6][CH:5]=[CH:4][CH:3]=1.[H-].[Na+].Br[CH2:32][C:33]1[CH:38]=[CH:37][C:36]([O:39][CH3:40])=[CH:35][CH:34]=1, predict the reaction product. The product is: [CH2:1]([N:8]([CH3:28])[C:9]([CH:11]1[CH2:16][CH2:15][N:14]([C:17]([C:19]2[N:20]([CH2:32][C:33]3[CH:38]=[CH:37][C:36]([O:39][CH3:40])=[CH:35][CH:34]=3)[C:21]3[C:26]([CH:27]=2)=[CH:25][CH:24]=[CH:23][CH:22]=3)=[O:18])[CH2:13][CH2:12]1)=[O:10])[C:2]1[CH:7]=[CH:6][CH:5]=[CH:4][CH:3]=1.